The task is: Predict which catalyst facilitates the given reaction.. This data is from Catalyst prediction with 721,799 reactions and 888 catalyst types from USPTO. Reactant: [CH3:1][C:2]1[S:3][CH:4]=[CH:5][C:6]=1[C:7]([OH:9])=[O:8].C([N-]C(C)C)(C)C.[Li+].[Br:18][C:19]1[CH:24]=[CH:23][C:22]([O:25][CH3:26])=[C:21]([CH2:27]Br)[CH:20]=1.CO. Product: [Br:18][C:19]1[CH:24]=[CH:23][C:22]([O:25][CH3:26])=[C:21]([CH2:27][CH2:1][C:2]2[S:3][CH:4]=[CH:5][C:6]=2[C:7]([OH:9])=[O:8])[CH:20]=1. The catalyst class is: 1.